This data is from Full USPTO retrosynthesis dataset with 1.9M reactions from patents (1976-2016). The task is: Predict the reactants needed to synthesize the given product. Given the product [NH2:12][C:7]1[C:2]([Cl:1])=[C:3]([F:11])[N:4]=[C:5]([F:10])[C:6]=1[Cl:9], predict the reactants needed to synthesize it. The reactants are: [Cl:1][C:2]1[C:3]([F:11])=[N:4][C:5]([F:10])=[C:6]([Cl:9])[C:7]=1F.[NH2:12]C1C(F)=C(F)N=C(F)C=1Cl.